Dataset: Reaction yield outcomes from USPTO patents with 853,638 reactions. Task: Predict the reaction yield, written as a fraction of the theoretical maximum amount of product (1.0 means a 100% yield; for example, 0.34 means a 34% yield). (1) The reactants are [CH3:1][O:2][C:3]1[CH:4]=[C:5]([CH2:11][C:12]([C:14]2[CH:19]=[CH:18][CH:17]=[CH:16][CH:15]=2)=O)[CH:6]=[CH:7][C:8]=1[O:9][CH3:10].[CH2:20]([O:22][C:23]1[CH:24]=[C:25]([CH:28]=[C:29]([N+:32]([O-:34])=[O:33])[C:30]=1[OH:31])[CH:26]=O)[CH3:21].[NH2:35][C:36]([NH2:38])=[O:37].Cl. The catalyst is C(O)C. The product is [CH3:1][O:2][C:3]1[CH:4]=[C:5]([C:11]2[CH:26]([C:25]3[CH:28]=[C:29]([N+:32]([O-:34])=[O:33])[C:30]([OH:31])=[C:23]([O:22][CH2:20][CH3:21])[CH:24]=3)[NH:35][C:36](=[O:37])[NH:38][C:12]=2[C:14]2[CH:19]=[CH:18][CH:17]=[CH:16][CH:15]=2)[CH:6]=[CH:7][C:8]=1[O:9][CH3:10]. The yield is 0.0980. (2) The reactants are [CH3:1][C:2]1[CH:7]=[CH:6][C:5]([OH:8])=[CH:4][C:3]=1[N+:9]([O-:11])=[O:10].[F:12][C:13]([F:27])([F:26])[CH2:14]OS(C1C=CC(C)=CC=1)(=O)=O. No catalyst specified. The product is [CH3:1][C:2]1[CH:7]=[CH:6][C:5]([O:8][CH2:14][C:13]([F:27])([F:26])[F:12])=[CH:4][C:3]=1[N+:9]([O-:11])=[O:10]. The yield is 0.720. (3) The reactants are [NH2:1][C:2]1[CH:25]=[CH:24][C:5]([O:6][C:7]2[N:12]=[CH:11][N:10]=[C:9]([NH:13][C:14]([NH:16][CH:17]3[CH2:22][CH2:21][N:20]([CH3:23])[CH2:19][CH2:18]3)=[O:15])[CH:8]=2)=[C:4]([F:26])[CH:3]=1.CC1(C)C2(CS(O)(=O)=O)C(CC1CC2)=O.[C:42]1([CH2:48][C:49]([N:51]=[C:52]=[S:53])=[O:50])[CH:47]=[CH:46][CH:45]=[CH:44][CH:43]=1.C(OCC)C. The catalyst is C(O)C.C1(C)C=CC=CC=1.CCCCCC. The product is [F:26][C:4]1[CH:3]=[C:2]([NH:1][C:52]([NH:51][C:49](=[O:50])[CH2:48][C:42]2[CH:43]=[CH:44][CH:45]=[CH:46][CH:47]=2)=[S:53])[CH:25]=[CH:24][C:5]=1[O:6][C:7]1[N:12]=[CH:11][N:10]=[C:9]([NH:13][C:14]([NH:16][CH:17]2[CH2:22][CH2:21][N:20]([CH3:23])[CH2:19][CH2:18]2)=[O:15])[CH:8]=1. The yield is 0.181.